From a dataset of NCI-60 drug combinations with 297,098 pairs across 59 cell lines. Regression. Given two drug SMILES strings and cell line genomic features, predict the synergy score measuring deviation from expected non-interaction effect. (1) Drug 1: CC12CCC(CC1=CCC3C2CCC4(C3CC=C4C5=CN=CC=C5)C)O. Drug 2: C1=CN(C=N1)CC(O)(P(=O)(O)O)P(=O)(O)O. Cell line: MOLT-4. Synergy scores: CSS=4.58, Synergy_ZIP=-1.93, Synergy_Bliss=-0.185, Synergy_Loewe=-1.45, Synergy_HSA=-1.49. (2) Drug 1: CC1C(C(CC(O1)OC2CC(CC3=C2C(=C4C(=C3O)C(=O)C5=C(C4=O)C(=CC=C5)OC)O)(C(=O)C)O)N)O.Cl. Drug 2: C1=C(C(=O)NC(=O)N1)N(CCCl)CCCl. Cell line: MDA-MB-231. Synergy scores: CSS=20.9, Synergy_ZIP=-1.52, Synergy_Bliss=1.45, Synergy_Loewe=3.06, Synergy_HSA=4.40. (3) Drug 1: CC1CCCC2(C(O2)CC(NC(=O)CC(C(C(=O)C(C1O)C)(C)C)O)C(=CC3=CSC(=N3)C)C)C. Synergy scores: CSS=63.1, Synergy_ZIP=1.92, Synergy_Bliss=3.72, Synergy_Loewe=1.57, Synergy_HSA=1.88. Cell line: HCC-2998. Drug 2: CC1C(C(CC(O1)OC2CC(CC3=C2C(=C4C(=C3O)C(=O)C5=CC=CC=C5C4=O)O)(C(=O)C)O)N)O. (4) Drug 1: COC1=NC(=NC2=C1N=CN2C3C(C(C(O3)CO)O)O)N. Drug 2: CC=C1C(=O)NC(C(=O)OC2CC(=O)NC(C(=O)NC(CSSCCC=C2)C(=O)N1)C(C)C)C(C)C. Cell line: NCI-H522. Synergy scores: CSS=16.6, Synergy_ZIP=3.10, Synergy_Bliss=0.974, Synergy_Loewe=-54.6, Synergy_HSA=-2.51. (5) Drug 1: CC1=C2C(C(=O)C3(C(CC4C(C3C(C(C2(C)C)(CC1OC(=O)C(C(C5=CC=CC=C5)NC(=O)C6=CC=CC=C6)O)O)OC(=O)C7=CC=CC=C7)(CO4)OC(=O)C)O)C)OC(=O)C. Drug 2: CC12CCC3C(C1CCC2OP(=O)(O)O)CCC4=C3C=CC(=C4)OC(=O)N(CCCl)CCCl.[Na+]. Cell line: BT-549. Synergy scores: CSS=65.8, Synergy_ZIP=15.5, Synergy_Bliss=17.3, Synergy_Loewe=-11.1, Synergy_HSA=17.9. (6) Drug 1: CC1C(C(CC(O1)OC2CC(CC3=C2C(=C4C(=C3O)C(=O)C5=C(C4=O)C(=CC=C5)OC)O)(C(=O)CO)O)N)O.Cl. Drug 2: C1=NC2=C(N1)C(=S)N=CN2. Cell line: BT-549. Synergy scores: CSS=31.7, Synergy_ZIP=-11.5, Synergy_Bliss=-1.02, Synergy_Loewe=-3.55, Synergy_HSA=3.17. (7) Drug 1: CNC(=O)C1=CC=CC=C1SC2=CC3=C(C=C2)C(=NN3)C=CC4=CC=CC=N4. Drug 2: C1=NC2=C(N1)C(=S)N=C(N2)N. Cell line: HCC-2998. Synergy scores: CSS=28.2, Synergy_ZIP=-0.330, Synergy_Bliss=-4.85, Synergy_Loewe=-12.1, Synergy_HSA=-4.37. (8) Drug 1: C1C(C(OC1N2C=NC3=C(N=C(N=C32)Cl)N)CO)O. Drug 2: CC(C)(C#N)C1=CC(=CC(=C1)CN2C=NC=N2)C(C)(C)C#N. Cell line: HS 578T. Synergy scores: CSS=10.9, Synergy_ZIP=-4.78, Synergy_Bliss=-5.06, Synergy_Loewe=-3.28, Synergy_HSA=-2.95. (9) Drug 1: C1CN(P(=O)(OC1)NCCCl)CCCl. Drug 2: CC12CCC3C(C1CCC2OP(=O)(O)O)CCC4=C3C=CC(=C4)OC(=O)N(CCCl)CCCl.[Na+]. Cell line: SF-268. Synergy scores: CSS=30.7, Synergy_ZIP=-7.02, Synergy_Bliss=0.0939, Synergy_Loewe=-10.9, Synergy_HSA=-1.34. (10) Drug 1: CNC(=O)C1=NC=CC(=C1)OC2=CC=C(C=C2)NC(=O)NC3=CC(=C(C=C3)Cl)C(F)(F)F. Drug 2: CS(=O)(=O)OCCCCOS(=O)(=O)C. Cell line: MCF7. Synergy scores: CSS=-0.337, Synergy_ZIP=1.86, Synergy_Bliss=-0.954, Synergy_Loewe=-7.69, Synergy_HSA=-6.11.